From a dataset of Catalyst prediction with 721,799 reactions and 888 catalyst types from USPTO. Predict which catalyst facilitates the given reaction. (1) Reactant: [CH:1]1([NH:7][C:8]2[C:15]([C:16]([F:19])([F:18])[F:17])=[CH:14][CH:13]=[CH:12][C:9]=2[C:10]#[N:11])[CH2:6][CH2:5][CH2:4][CH2:3][CH2:2]1. Product: [NH2:11][CH2:10][C:9]1[CH:12]=[CH:13][CH:14]=[C:15]([C:16]([F:17])([F:18])[F:19])[C:8]=1[NH:7][CH:1]1[CH2:2][CH2:3][CH2:4][CH2:5][CH2:6]1. The catalyst class is: 171. (2) The catalyst class is: 6. Product: [Br:1][C:2]1[CH:10]=[C:9]([F:11])[CH:8]=[C:7]2[C:3]=1[CH2:4][C:5]([CH3:13])=[CH:6]2. Reactant: [Br:1][C:2]1[CH:10]=[C:9]([F:11])[CH:8]=[C:7]2[C:3]=1[CH2:4][CH:5]([CH3:13])[C:6]2=O.C1COCC1.CO.[BH4-].[Na+]. (3) Reactant: [Cl:1][C:2]1[C:7]([C:8]([O:10]CC)=[O:9])=[CH:6][N:5]=[C:4]2[N:13]([CH2:16][CH3:17])[N:14]=[CH:15][C:3]=12.[OH-].[K+]. Product: [Cl:1][C:2]1[C:7]([C:8]([OH:10])=[O:9])=[CH:6][N:5]=[C:4]2[N:13]([CH2:16][CH3:17])[N:14]=[CH:15][C:3]=12. The catalyst class is: 12. (4) Reactant: [Cl:1][C:2]1[CH:3]=[C:4]2[C:9](=[CH:10][CH:11]=1)[CH:8]=[C:7]([S:12]([NH:15][C@H:16]1[CH2:20][CH2:19][N:18]([C@H:21]([CH3:25])[C:22]([OH:24])=O)[C:17]1=[O:26])(=[O:14])=[O:13])[CH:6]=[CH:5]2.Cl.CN(C)CCCN=C=NCC.C1C=CC2N(O)N=NC=2C=1.[CH3:49][CH:50]1[CH2:55][CH2:54][CH2:53][NH:52][CH2:51]1. Product: [Cl:1][C:2]1[CH:3]=[C:4]2[C:9](=[CH:10][CH:11]=1)[CH:8]=[C:7]([S:12]([NH:15][C@H:16]1[CH2:20][CH2:19][N:18]([C@H:21]([CH3:25])[C:22]([N:52]3[CH2:53][CH2:54][CH2:55][CH:50]([CH3:49])[CH2:51]3)=[O:24])[C:17]1=[O:26])(=[O:14])=[O:13])[CH:6]=[CH:5]2. The catalyst class is: 347.